Dataset: hERG Central: cardiac toxicity at 1µM, 10µM, and general inhibition. Task: Predict hERG channel inhibition at various concentrations. (1) The compound is COc1ccc(/C=C/CN2CCCC(CCC(=O)NCc3ccc(F)c(F)c3)C2)cc1. Results: hERG_inhib (hERG inhibition (general)): blocker. (2) The molecule is COc1ccccc1N1CCN(Cc2cccc(OC)c2O)CC1. Results: hERG_inhib (hERG inhibition (general)): blocker. (3) The molecule is COc1cccc(OCC(O)CN2CCC(CN3C(=O)c4cccc5cccc(c45)C3=O)CC2)c1.Cl. Results: hERG_inhib (hERG inhibition (general)): blocker. (4) The drug is O=C(Nc1ccc2c(c1)CCC2)C1CCN(c2c3c(nc4ncnn24)CCC3)CC1. Results: hERG_inhib (hERG inhibition (general)): blocker. (5) The molecule is O=C(c1cc(-c2cccnc2)nc2ccccc12)N1CCN(S(=O)(=O)c2cccs2)CC1. Results: hERG_inhib (hERG inhibition (general)): blocker.